From a dataset of Full USPTO retrosynthesis dataset with 1.9M reactions from patents (1976-2016). Predict the reactants needed to synthesize the given product. (1) The reactants are: [Cl:29][C:26]1[CH:27]=[CH:28][C:23]([S:22][S:22][C:23]2[CH:28]=[CH:27][C:26]([Cl:29])=[CH:25][C:24]=2[NH:30][S:31]([C:34]2[O:35][C:36]3[CH:42]=[CH:41][CH:40]=[CH:39][C:37]=3[CH:38]=2)(=[O:33])=[O:32])=[C:24]([NH:30][S:31]([C:34]2[O:35][C:36]3[CH:42]=[CH:41][CH:40]=[CH:39][C:37]=3[CH:38]=2)(=[O:33])=[O:32])[CH:25]=1.C([O-])(O)=O.[Na+].C1(P(C2C=CC=CC=2)C2C=CC=CC=2)C=CC=CC=1.Br[CH2:68][C:69]([OH:71])=[O:70]. Given the product [O:35]1[C:36]2[CH:42]=[CH:41][CH:40]=[CH:39][C:37]=2[CH:38]=[C:34]1[S:31]([NH:30][C:24]1[CH:25]=[C:26]([Cl:29])[CH:27]=[CH:28][C:23]=1[S:22][CH2:68][C:69]([OH:71])=[O:70])(=[O:33])=[O:32], predict the reactants needed to synthesize it. (2) Given the product [F:17][C:18]1[CH:25]=[CH:24][CH:23]=[C:22]([F:26])[C:19]=1[CH2:20][O:1][C:2]1[CH:7]=[CH:6][C:5]([CH2:8][C:9]#[N:10])=[CH:4][CH:3]=1, predict the reactants needed to synthesize it. The reactants are: [OH:1][C:2]1[CH:7]=[CH:6][C:5]([CH2:8][C:9]#[N:10])=[CH:4][CH:3]=1.C([O-])([O-])=O.[K+].[K+].[F:17][C:18]1[CH:25]=[CH:24][CH:23]=[C:22]([F:26])[C:19]=1[CH2:20]Br. (3) The reactants are: CO[C:3](=[O:19])[CH2:4][C:5]1[CH:10]=[CH:9][C:8]([O:11][CH2:12][C:13]2[CH:18]=[CH:17][CH:16]=[CH:15][CH:14]=2)=[CH:7][CH:6]=1.C[Si](C)(C)[C:22]([F:25])([F:24])[F:23].[F-].[Cs+].Cl. Given the product [CH2:12]([O:11][C:8]1[CH:7]=[CH:6][C:5]([CH2:4][C:3](=[O:19])[C:22]([F:25])([F:24])[F:23])=[CH:10][CH:9]=1)[C:13]1[CH:14]=[CH:15][CH:16]=[CH:17][CH:18]=1, predict the reactants needed to synthesize it. (4) Given the product [F:1][C:2]1[CH:3]=[CH:4][C:5]([OH:30])=[C:6]([C:8]([CH3:28])([CH3:29])[CH2:9][C:10]([C:24]([F:25])([F:26])[F:27])([OH:23])[CH2:11][NH:12][C:13]2[C:22]3[C:17](=[CH:18][CH:19]=[CH:20][CH:21]=3)[CH:16]=[CH:15][N:14]=2)[CH:7]=1, predict the reactants needed to synthesize it. The reactants are: [F:1][C:2]1[CH:3]=[CH:4][C:5]([O:30]C)=[C:6]([C:8]([CH3:29])([CH3:28])[CH2:9][C:10]([C:24]([F:27])([F:26])[F:25])([OH:23])[CH2:11][NH:12][C:13]2[C:22]3[C:17](=[CH:18][CH:19]=[CH:20][CH:21]=3)[CH:16]=[CH:15][N:14]=2)[CH:7]=1.B(Br)(Br)Br.C(Cl)Cl. (5) Given the product [C:36]([C:21]1[C:22]2[NH:23][C:24]3[C:29]([C:30]=2[C:18]([C:14]2[C:13]([CH3:40])=[C:12]([NH:11][C:9](=[O:10])[O:8][CH2:1][C:2]4[CH:7]=[CH:6][CH:5]=[CH:4][CH:3]=4)[CH:17]=[CH:16][CH:15]=2)=[C:19]([CH3:39])[N:20]=1)=[CH:28][CH:27]=[C:26]([O:31][CH2:32][CH2:33][O:34][CH3:35])[CH:25]=3)(=[O:37])[NH2:50], predict the reactants needed to synthesize it. The reactants are: [CH2:1]([O:8][C:9]([NH:11][C:12]1[C:13]([CH3:40])=[C:14]([C:18]2[C:30]3[C:29]4[C:24](=[CH:25][C:26]([O:31][CH2:32][CH2:33][O:34][CH3:35])=[CH:27][CH:28]=4)[NH:23][C:22]=3[C:21]([C:36](O)=[O:37])=[N:20][C:19]=2[CH3:39])[CH:15]=[CH:16][CH:17]=1)=[O:10])[C:2]1[CH:7]=[CH:6][CH:5]=[CH:4][CH:3]=1.[Cl-].[NH4+].F[P-](F)(F)(F)(F)F.[N:50]1(O[P+](N(C)C)(N(C)C)N(C)C)C2C=CC=CC=2N=N1.CCN(C(C)C)C(C)C.CN1CCOCC1.